From a dataset of Merck oncology drug combination screen with 23,052 pairs across 39 cell lines. Regression. Given two drug SMILES strings and cell line genomic features, predict the synergy score measuring deviation from expected non-interaction effect. (1) Drug 1: O=P1(N(CCCl)CCCl)NCCCO1. Drug 2: C=CCn1c(=O)c2cnc(Nc3ccc(N4CCN(C)CC4)cc3)nc2n1-c1cccc(C(C)(C)O)n1. Cell line: A2058. Synergy scores: synergy=4.84. (2) Cell line: OVCAR3. Synergy scores: synergy=1.43. Drug 1: O=C(NOCC(O)CO)c1ccc(F)c(F)c1Nc1ccc(I)cc1F. Drug 2: NC1CCCCC1N.O=C(O)C(=O)O.[Pt+2]. (3) Drug 1: O=C(CCCCCCC(=O)Nc1ccccc1)NO. Cell line: OV90. Drug 2: CCC1(O)C(=O)OCc2c1cc1n(c2=O)Cc2cc3c(CN(C)C)c(O)ccc3nc2-1. Synergy scores: synergy=15.2. (4) Drug 1: COC1=C2CC(C)CC(OC)C(O)C(C)C=C(C)C(OC(N)=O)C(OC)C=CC=C(C)C(=O)NC(=CC1=O)C2=O. Drug 2: Cn1c(=O)n(-c2ccc(C(C)(C)C#N)cc2)c2c3cc(-c4cnc5ccccc5c4)ccc3ncc21. Cell line: LNCAP. Synergy scores: synergy=108. (5) Drug 1: CN(C)C(=N)N=C(N)N. Drug 2: Cn1nnc2c(C(N)=O)ncn2c1=O. Cell line: NCIH2122. Synergy scores: synergy=-3.06.